From a dataset of Reaction yield outcomes from USPTO patents with 853,638 reactions. Predict the reaction yield, written as a fraction of the theoretical maximum amount of product (1.0 means a 100% yield; for example, 0.34 means a 34% yield). (1) The reactants are [CH3:1][NH:2][CH:3]([CH3:7])[CH2:4][CH2:5][OH:6].C(N(CC)CC)C.[C:23](O[C:23]([O:25][C:26]([CH3:29])([CH3:28])[CH3:27])=[O:24])([O:25][C:26]([CH3:29])([CH3:28])[CH3:27])=[O:24]. The catalyst is ClCCl. The product is [C:26]([O:25][C:23](=[O:24])[N:2]([CH:3]([CH3:7])[CH2:4][CH2:5][OH:6])[CH3:1])([CH3:27])([CH3:28])[CH3:29]. The yield is 0.840. (2) The product is [Br:16][C:17]1[CH:22]=[CH:21][C:20]([NH:23][C:24](=[O:25])[O:13][C@H:6]2[C@H:5]([O:14][CH3:15])[C@H:4]([O:3][CH2:1][CH3:2])[C@@H:9]([O:10][CH3:11])[C@H:8]([CH3:12])[O:7]2)=[CH:19][CH:18]=1. The reactants are [CH2:1]([O:3][C@@H:4]1[C@@H:9]([O:10][CH3:11])[C@H:8]([CH3:12])[O:7][CH:6]([OH:13])[C@@H:5]1[O:14][CH3:15])[CH3:2].[Br:16][C:17]1[CH:22]=[CH:21][C:20]([N:23]=[C:24]=[O:25])=[CH:19][CH:18]=1.C([O-])([O-])=O.[Cs+].[Cs+]. The yield is 0.660. The catalyst is CC#N. (3) The reactants are [F:1][C:2]1[CH:3]=[C:4]2[C:9](=[CH:10][CH:11]=1)[C:8](=[O:12])[CH2:7][CH2:6][CH2:5]2.O1C2C3C(CCC=2[C:15]([C:26]([OH:28])=[O:27])=[N:14]1)=CC=CC=3. No catalyst specified. The product is [F:1][C:2]1[CH:3]=[C:4]2[C:9](=[CH:10][CH:11]=1)[C:8]1[O:12][N:14]=[C:15]([C:26]([OH:28])=[O:27])[C:7]=1[CH2:6][CH2:5]2. The yield is 0.180. (4) The reactants are C(Cl)(=O)C(Cl)=O.CS(C)=O.[CH3:11][O:12][CH2:13][CH2:14]O.C(N(CC)CC)C.[CH3:23][O:24][C:25](=[O:37])[C:26]1[C:27](=[C:32]([NH2:36])[CH:33]=[CH:34][CH:35]=1)[C:28]([O:30][CH3:31])=[O:29].C(O)(=O)C.C(O[BH-](OC(=O)C)OC(=O)C)(=O)C.[Na+]. The catalyst is C(Cl)Cl. The product is [CH3:23][O:24][C:25](=[O:37])[C:26]1[C:27](=[C:32]([NH:36][CH2:14][CH2:13][O:12][CH3:11])[CH:33]=[CH:34][CH:35]=1)[C:28]([O:30][CH3:31])=[O:29]. The yield is 0.840. (5) The reactants are [OH:1][CH2:2][C:3]1[CH:8]=[CH:7][C:6]([O:9][C:10](=[O:19])[N:11]([CH3:18])[C:12]2[CH:17]=[CH:16][CH:15]=[CH:14][CH:13]=2)=[CH:5][CH:4]=1.O[C:21]1[CH:22]=[N:23][CH:24]=[CH:25][CH:26]=1. No catalyst specified. The product is [N:23]1[CH:24]=[CH:25][CH:26]=[C:21]([O:1][CH2:2][C:3]2[CH:4]=[CH:5][C:6]([O:9][C:10](=[O:19])[N:11]([CH3:18])[C:12]3[CH:13]=[CH:14][CH:15]=[CH:16][CH:17]=3)=[CH:7][CH:8]=2)[CH:22]=1. The yield is 0.430.